From a dataset of Full USPTO retrosynthesis dataset with 1.9M reactions from patents (1976-2016). Predict the reactants needed to synthesize the given product. (1) Given the product [CH2:1]([O:3][C:4](=[CH2:8])[C:5]([O:7][CH2:10][C:11]1[CH:16]=[CH:15][CH:14]=[CH:13][CH:12]=1)=[O:6])[CH3:2], predict the reactants needed to synthesize it. The reactants are: [CH2:1]([O:3][C:4](=[CH2:8])[C:5]([OH:7])=[O:6])[CH3:2].Br[CH2:10][C:11]1[CH:16]=[CH:15][CH:14]=[CH:13][CH:12]=1.C(=O)([O-])[O-].[K+].[K+]. (2) Given the product [Si:1]([O:8][CH:9]([CH:28]1[CH2:37][CH2:36][C:35]2[C:30](=[CH:31][CH:32]=[C:33]([C:38]3[CH:43]=[CH:42][CH:41]=[CH:40][CH:39]=3)[CH:34]=2)[CH2:29]1)[C:10]1[O:11][C:12]([C:45]2[N:50]=[C:49]([C:51]([O:53][CH3:54])=[O:52])[CH:48]=[CH:47][CH:46]=2)=[CH:13][N:14]=1)([C:4]([CH3:7])([CH3:5])[CH3:6])([CH3:3])[CH3:2], predict the reactants needed to synthesize it. The reactants are: [Si:1]([O:8][CH:9]([CH:28]1[CH2:37][CH2:36][C:35]2[C:30](=[CH:31][CH:32]=[C:33]([C:38]3[CH:43]=[CH:42][CH:41]=[CH:40][CH:39]=3)[CH:34]=2)[CH2:29]1)[C:10]1[O:11][C:12]([Sn](CCCC)(CCCC)CCCC)=[CH:13][N:14]=1)([C:4]([CH3:7])([CH3:6])[CH3:5])([CH3:3])[CH3:2].Br[C:45]1[N:50]=[C:49]([C:51]([O:53][CH3:54])=[O:52])[CH:48]=[CH:47][CH:46]=1. (3) The reactants are: C[Sn](C)(C)[C:3]1[CH:4]=[N:5][CH:6]=[CH:7][CH:8]=1.Br[C:12]1[CH:13]=[CH:14][C:15]([C:18]2[S:22][CH:21]=[N:20][CH:19]=2)=[N:16][CH:17]=1. Given the product [S:22]1[C:18]([C:15]2[N:16]=[CH:17][C:12]([C:4]3[CH:3]=[CH:8][CH:7]=[CH:6][N:5]=3)=[CH:13][CH:14]=2)=[CH:19][N:20]=[CH:21]1, predict the reactants needed to synthesize it. (4) Given the product [Cl:13][C:14]1[CH:15]=[C:16]([CH:20]=[C:21]([Cl:24])[C:22]=1[OH:23])[C:17]([N:4]1[CH2:5][CH2:6][C:7](=[O:8])[NH:1][C:2]2[CH:12]=[CH:11][CH:10]=[CH:9][C:3]1=2)=[O:18], predict the reactants needed to synthesize it. The reactants are: [NH:1]1[C:7](=[O:8])[CH2:6][CH2:5][NH:4][C:3]2[CH:9]=[CH:10][CH:11]=[CH:12][C:2]1=2.[Cl:13][C:14]1[CH:15]=[C:16]([CH:20]=[C:21]([Cl:24])[C:22]=1[OH:23])[C:17](Cl)=[O:18]. (5) Given the product [ClH:53].[C:22]1([N:32]2[CH2:37][CH2:36][NH:35][CH2:34][C:33]2=[O:48])[C:31]2[C:26](=[CH:27][CH:28]=[CH:29][CH:30]=2)[CH:25]=[CH:24][CH:23]=1, predict the reactants needed to synthesize it. The reactants are: CC1C=CC=CC=1N1CCN(C(OC(C)(C)C)=O)CC1=O.[C:22]1([N:32]2[CH2:37][CH2:36][N:35](C(OCC3C=CC=CC=3)=O)[CH2:34][C:33]2=[O:48])[C:31]2[C:26](=[CH:27][CH:28]=[CH:29][CH:30]=2)[CH:25]=[CH:24][CH:23]=1.C(O)(=O)C.[ClH:53]. (6) Given the product [CH3:18][O:10][C:9](=[O:11])[C:8]1[CH:12]=[CH:13][C:5]([NH:1][C:2]([NH2:4])=[NH:3])=[CH:6][CH:7]=1, predict the reactants needed to synthesize it. The reactants are: [NH:1]([C:5]1[CH:13]=[CH:12][C:8]([C:9]([OH:11])=[O:10])=[CH:7][CH:6]=1)[C:2]([NH2:4])=[NH:3].S(Cl)(Cl)=O.[CH3:18]O.